Task: Predict which catalyst facilitates the given reaction.. Dataset: Catalyst prediction with 721,799 reactions and 888 catalyst types from USPTO (1) Reactant: [OH:1][C:2]1[CH:13]=[CH:12][CH:11]=[CH:10][C:3]=1[CH2:4][CH2:5][NH:6][C:7](=[O:9])[CH3:8].[C:14](=[O:17])([O-])[O-].[K+].[K+]. Product: [CH:14]([C:2]1[CH:13]=[CH:12][CH:11]=[CH:10][C:3]=1[O:1][C:2]1[CH:13]=[CH:12][CH:11]=[CH:10][C:3]=1[CH2:4][CH2:5][NH:6][C:7](=[O:9])[CH3:8])=[O:17]. The catalyst class is: 204. (2) Reactant: [OH-].[Na+].[C:3]1([CH:9]2[CH2:18][C:17](=[O:19])[C:16]3[C:11](=[CH:12][CH:13]=[CH:14][CH:15]=3)[NH:10]2)[CH:8]=[CH:7][CH:6]=[CH:5][CH:4]=1.[N:20]1[CH:25]=[CH:24][C:23]([CH:26]=O)=[CH:22][CH:21]=1. Product: [C:3]1([C:9]2[NH:10][C:11]3[C:16]([C:17](=[O:19])[C:18]=2[CH2:26][C:23]2[CH:24]=[CH:25][N:20]=[CH:21][CH:22]=2)=[CH:15][CH:14]=[CH:13][CH:12]=3)[CH:4]=[CH:5][CH:6]=[CH:7][CH:8]=1. The catalyst class is: 8. (3) Product: [NH2:1][C:2](=[O:42])[CH:3]([C:5]1[CH:10]=[CH:9][CH:8]=[CH:7][C:6]=1[CH2:11][CH2:12][C:13]1[C:18]([C:19]([F:22])([F:21])[F:20])=[CH:17][N:16]=[C:15]([NH:23][C:24]2[CH:25]=[N:26][N:27]([CH:29]3[CH2:30][CH2:31][N:32]([C:35]([O:37][C:38]([CH3:40])([CH3:41])[CH3:39])=[O:36])[CH2:33][CH2:34]3)[CH:28]=2)[N:14]=1)[CH3:4]. Reactant: [NH2:1][C:2](=[O:42])[CH:3]([C:5]1[CH:10]=[CH:9][CH:8]=[CH:7][C:6]=1[C:11]#[C:12][C:13]1[C:18]([C:19]([F:22])([F:21])[F:20])=[CH:17][N:16]=[C:15]([NH:23][C:24]2[CH:25]=[N:26][N:27]([CH:29]3[CH2:34][CH2:33][N:32]([C:35]([O:37][C:38]([CH3:41])([CH3:40])[CH3:39])=[O:36])[CH2:31][CH2:30]3)[CH:28]=2)[N:14]=1)[CH3:4]. The catalyst class is: 394. (4) Reactant: [Cl:1][C:2]1[CH:3]=[C:4]([CH:6]=[CH:7][C:8]=1[O:9][CH:10]([F:12])[F:11])[NH2:5].CCN(C(C)C)C(C)C.Br[C:23]1[N:28]=[CH:27][C:26]([Br:29])=[CH:25][N:24]=1. Product: [Br:29][C:26]1[CH:25]=[N:24][C:23]([NH:5][C:4]2[CH:6]=[CH:7][C:8]([O:9][CH:10]([F:11])[F:12])=[C:2]([Cl:1])[CH:3]=2)=[N:28][CH:27]=1. The catalyst class is: 51. (5) Reactant: C1(C)C(S([CH2:10][N+:11]#[C-:12])(=O)=O)=CC=CC=1.[NH3:14].[CH3:15][C:16]([CH3:22])([CH2:20][CH3:21])[CH2:17][CH:18]=O.Cl. Product: [CH3:15][C:16]([CH3:22])([CH2:20][CH3:21])[CH2:17][C:18]1[N:14]=[CH:10][NH:11][CH:12]=1. The catalyst class is: 5. (6) Product: [OH:6][C:4]1[C:3]([CH2:13][CH2:14][CH3:19])=[C:10]([OH:12])[N:25]=[CH:23][N:24]=1. Reactant: [CH2:13]([C:3]([CH2:13][CH3:14])([C:10]([O-:12])=[O:12])[C:4]([O:6][CH2:4][CH2:3][CH3:10])=[O:6])[CH3:14].[O-]CC.[Na+].[C:19](O)(=O)C.[CH:23]([NH2:25])=[NH:24]. The catalyst class is: 14.